Dataset: Reaction yield outcomes from USPTO patents with 853,638 reactions. Task: Predict the reaction yield, written as a fraction of the theoretical maximum amount of product (1.0 means a 100% yield; for example, 0.34 means a 34% yield). (1) The reactants are Br[C:2]1[C:3]([CH3:17])=[C:4]([O:14][CH2:15][CH3:16])[C:5]2[O:9][C:8]([CH3:11])([CH3:10])[CH2:7][C:6]=2[C:12]=1[CH3:13].[CH3:18][C:19]1[CH:24]=[CH:23][C:22]([N:25]2[CH2:30][CH2:29][NH:28][CH2:27][CH2:26]2)=[CH:21][CH:20]=1. No catalyst specified. The product is [CH2:15]([O:14][C:4]1[C:5]2[O:9][C:8]([CH3:11])([CH3:10])[CH2:7][C:6]=2[C:12]([CH3:13])=[C:2]([N:28]2[CH2:29][CH2:30][N:25]([C:22]3[CH:23]=[CH:24][C:19]([CH3:18])=[CH:20][CH:21]=3)[CH2:26][CH2:27]2)[C:3]=1[CH3:17])[CH3:16]. The yield is 0.230. (2) The product is [N+:1]([C:4]1[CH:5]=[C:6]2[C:11](=[O:12])[N:15]([CH2:16][C:17]([OH:19])=[O:18])[C:8](=[O:10])[C:7]2=[CH:13][CH:14]=1)([O-:3])=[O:2]. The reactants are [N+:1]([C:4]1[CH:5]=[C:6]2[C:11](=[O:12])[O:10][C:8](=O)[C:7]2=[CH:13][CH:14]=1)([O-:3])=[O:2].[NH2:15][CH2:16][C:17]([OH:19])=[O:18]. No catalyst specified. The yield is 0.860. (3) The reactants are Cl[CH2:2][C:3]([C:5]1[CH:6]=[C:7]2[C:12](=[CH:13][CH:14]=1)[NH:11][C:10](=[O:15])[CH2:9][CH2:8]2)=[O:4].[Cl:16][C:17]1[S:21][C:20]([C:22]2([OH:28])[CH2:27][CH2:26][NH:25][CH2:24][CH2:23]2)=[CH:19][CH:18]=1.C(N(CC)CC)C. The catalyst is CN(C=O)C. The product is [Cl:16][C:17]1[S:21][C:20]([C:22]2([OH:28])[CH2:23][CH2:24][N:25]([CH2:2][C:3]([C:5]3[CH:6]=[C:7]4[C:12](=[CH:13][CH:14]=3)[NH:11][C:10](=[O:15])[CH2:9][CH2:8]4)=[O:4])[CH2:26][CH2:27]2)=[CH:19][CH:18]=1. The yield is 0.364. (4) The reactants are [C:1]([C:3]1[CH:4]=[C:5]([C:9]2[N:14]=[C:13]([C:15]([OH:17])=O)[CH:12]=[CH:11][CH:10]=2)[CH:6]=[CH:7][CH:8]=1)#[N:2].CN(C(ON1N=NC2C=CC=CC1=2)=[N+](C)C)C.F[P-](F)(F)(F)(F)F.[NH:42]1[CH:46]=[CH:45][N:44]=[C:43]1[NH:47][C:48]([C:50]1[C:58]2[NH:57][C:56]([NH2:59])=[N:55][C:54]=2[CH:53]=[CH:52][CH:51]=1)=[O:49].C([O-])(O)=O.[Na+]. The catalyst is CN(C=O)C.CCN(C(C)C)C(C)C.O. The product is [NH:44]1[CH:45]=[CH:46][N:42]=[C:43]1[NH:47][C:48]([C:50]1[C:58]2[N:57]=[C:56]([NH:59][C:15]([C:13]3[CH:12]=[CH:11][CH:10]=[C:9]([C:5]4[CH:6]=[CH:7][CH:8]=[C:3]([C:1]#[N:2])[CH:4]=4)[N:14]=3)=[O:17])[NH:55][C:54]=2[CH:53]=[CH:52][CH:51]=1)=[O:49]. The yield is 0.175. (5) The product is [Br:1][C:2]1[CH:7]=[CH:6][C:5]2[N:8]=[CH:16][N:9]([C:10]3[CH:15]=[CH:14][CH:13]=[CH:12][CH:11]=3)[C:4]=2[CH:3]=1. The yield is 0.820. No catalyst specified. The reactants are [Br:1][C:2]1[CH:3]=[C:4]([NH:9][C:10]2[CH:15]=[CH:14][CH:13]=[CH:12][CH:11]=2)[C:5]([NH2:8])=[CH:6][CH:7]=1.[CH:16](O)=O. (6) The reactants are C(O[C:6](=O)[N:7]([C:9]1[CH:14]=[C:13]([F:15])[C:12]([F:16])=[CH:11][C:10]=1[N:17]([C:19]([C:21]1[CH:22]=[N:23][CH:24]=[CH:25][C:26]=1[O:27][C:28]1[CH:33]=[C:32]([Cl:34])[CH:31]=[CH:30][C:29]=1[Cl:35])=[O:20])[CH3:18])C)(C)(C)C.[OH-].[Na+].C(#N)C. The product is [Cl:35][C:29]1[CH:30]=[CH:31][C:32]([Cl:34])=[CH:33][C:28]=1[O:27][C:26]1[C:21]([C:19]([N:17]([C:10]2[CH:11]=[C:12]([F:16])[C:13]([F:15])=[CH:14][C:9]=2[NH:7][CH3:6])[CH3:18])=[O:20])=[CH:22][N:23]=[CH:24][CH:25]=1. The catalyst is Cl. The yield is 0.220.